From a dataset of Forward reaction prediction with 1.9M reactions from USPTO patents (1976-2016). Predict the product of the given reaction. (1) Given the reactants [CH3:1][O:2][C:3]1[CH:8]=[CH:7][C:6]([C@@:9]23[C:18](=[O:19])[CH2:17][CH2:16][CH2:15][C@H:14]2[C@H:13]([CH3:20])[C:12]2([O:24][CH2:23][CH2:22][O:21]2)[CH2:11][CH2:10]3)=[CH:5][CH:4]=1.[H-].[Na+].[CH:27](OCC)=[O:28], predict the reaction product. The product is: [OH:28]/[CH:27]=[C:17]1\[C:18](=[O:19])[C@:9]2([C:6]3[CH:7]=[CH:8][C:3]([O:2][CH3:1])=[CH:4][CH:5]=3)[C@@H:14]([CH2:15][CH2:16]\1)[C@H:13]([CH3:20])[C:12]1([O:21][CH2:22][CH2:23][O:24]1)[CH2:11][CH2:10]2. (2) The product is: [ClH:19].[N:20]1([CH2:25][CH2:26][CH2:27][NH:28][S:16]([C:14]2[O:15][C:11]([C:5]3[CH:4]=[C:3]([CH2:1][CH3:2])[C:8](=[O:9])[NH:7][C:6]=3[CH3:10])=[CH:12][CH:13]=2)(=[O:18])=[O:17])[CH:24]=[CH:23][N:22]=[CH:21]1. Given the reactants [CH2:1]([C:3]1[C:8](=[O:9])[NH:7][C:6]([CH3:10])=[C:5]([C:11]2[O:15][C:14]([S:16]([Cl:19])(=[O:18])=[O:17])=[CH:13][CH:12]=2)[CH:4]=1)[CH3:2].[N:20]1([CH2:25][CH2:26][CH2:27][NH2:28])[CH:24]=[CH:23][N:22]=[CH:21]1, predict the reaction product. (3) Given the reactants [Br:1][C:2]1[C:11]([OH:12])=[CH:10][CH:9]=[C:8]2[C:3]=1[CH:4]=[CH:5][NH:6][C:7]2=[O:13].C(OC([N:21]1[CH2:26][CH2:25][CH2:24][C@@H:23](OS(C)(=O)=O)[CH2:22]1)=O)(C)(C)C.C(=O)([O-])[O-].[K+].[K+].CN(C)C=O, predict the reaction product. The product is: [Br:1][C:2]1[C:11]([O:12][C@H:23]2[CH2:24][CH2:25][CH2:26][NH:21][CH2:22]2)=[CH:10][CH:9]=[C:8]2[C:3]=1[CH:4]=[CH:5][NH:6][C:7]2=[O:13]. (4) Given the reactants [N+:1]([C:4]1[CH:5]=[C:6]2[C:10](=[CH:11][CH:12]=1)[NH:9][CH:8]=[C:7]2[C:13]1[CH2:18][CH2:17][C:16](=O)[CH2:15][CH:14]=1)([O-:3])=[O:2].Cl.[CH2:21]([NH2:23])[CH3:22].CC(O)=O.[BH-](OC(C)=O)(OC(C)=O)OC(C)=O.[Na+], predict the reaction product. The product is: [CH2:21]([NH:23][CH:16]1[CH2:17][CH2:18][C:13]([C:7]2[C:6]3[C:10](=[CH:11][CH:12]=[C:4]([N+:1]([O-:3])=[O:2])[CH:5]=3)[NH:9][CH:8]=2)=[CH:14][CH2:15]1)[CH3:22]. (5) Given the reactants [CH3:1][O:2][C:3]1[CH:4]=[C:5]2[C:10](=[CH:11][C:12]=1[O:13][CH3:14])[N:9]=[CH:8][CH:7]=[C:6]2[O:15][C:16]1[CH:21]=[CH:20][C:19]([C:22]2[CH:23]=[N:24][C:25]([NH:28][C:29]3[CH:34]=[CH:33][CH:32]=[CH:31][CH:30]=3)=[N:26][CH:27]=2)=[CH:18][C:17]=1[F:35].[H-].[Na+].[CH3:38]N(C=O)C, predict the reaction product. The product is: [CH3:1][O:2][C:3]1[CH:4]=[C:5]2[C:10](=[CH:11][C:12]=1[O:13][CH3:14])[N:9]=[CH:8][CH:7]=[C:6]2[O:15][C:16]1[CH:21]=[CH:20][C:19]([C:22]2[CH:27]=[N:26][C:25]([N:28]([CH3:38])[C:29]3[CH:30]=[CH:31][CH:32]=[CH:33][CH:34]=3)=[N:24][CH:23]=2)=[CH:18][C:17]=1[F:35]. (6) Given the reactants [N+:1]([C:4]1[CH:9]=[CH:8][C:7]([N:10]2[C:18]3[CH:17]=[CH:16][N+:15]([O-])=[CH:14][C:13]=3[N:12]=[CH:11]2)=[CH:6][CH:5]=1)([O-:3])=[O:2].P(Cl)(Cl)([Cl:22])=O, predict the reaction product. The product is: [Cl:22][C:14]1[C:13]2[N:12]=[CH:11][N:10]([C:7]3[CH:8]=[CH:9][C:4]([N+:1]([O-:3])=[O:2])=[CH:5][CH:6]=3)[C:18]=2[CH:17]=[CH:16][N:15]=1.